Dataset: Retrosynthesis with 50K atom-mapped reactions and 10 reaction types from USPTO. Task: Predict the reactants needed to synthesize the given product. (1) Given the product N#Cc1c(F)cccc1OCC1CCC(Cc2ccccc2F)CC1, predict the reactants needed to synthesize it. The reactants are: N#Cc1c(F)cccc1F.OCC1CCC(Cc2ccccc2F)CC1. (2) Given the product O=C(CCCl)NCc1cnccn1, predict the reactants needed to synthesize it. The reactants are: NCc1cnccn1.O=C(Cl)CCCl. (3) Given the product Nc1ccc(N2CCCC2)c(S(=O)(=O)O)c1, predict the reactants needed to synthesize it. The reactants are: O=[N+]([O-])c1ccc(N2CCCC2)c(S(=O)(=O)O)c1. (4) The reactants are: CC(=O)OC1CCc2c1ncc(N)c2N1C[C@@H](NC(=O)OC(C)(C)C)C[C@@H](C)C1.O=C(O)c1ccc(F)c(-c2c(F)cc(OC3CCCOC3)cc2F)n1. Given the product CC(=O)OC1CCc2c1ncc(NC(=O)c1ccc(F)c(-c3c(F)cc(OC4CCCOC4)cc3F)n1)c2N1C[C@@H](NC(=O)OC(C)(C)C)C[C@@H](C)C1, predict the reactants needed to synthesize it. (5) Given the product CCN(CC)CC1CCCCN1CC(=O)N1c2ccccc2C(=O)Nc2cccnc21, predict the reactants needed to synthesize it. The reactants are: CCN(CC)CC1CCCCN1.O=C1Nc2cccnc2N(C(=O)CCl)c2ccccc21. (6) Given the product CCCCOC(=O)C=Cc1ccc(C(F)(F)F)cc1, predict the reactants needed to synthesize it. The reactants are: C=CC(=O)OCCCC.FC(F)(F)c1ccc(Cl)cc1. (7) Given the product C[C@H]1CNC[C@@H](NC(=O)OC(C)(C)C)C1, predict the reactants needed to synthesize it. The reactants are: C[C@@H]1C[C@H](NC(=O)OC(C)(C)C)CN(Cc2ccccc2)C1.